From a dataset of Full USPTO retrosynthesis dataset with 1.9M reactions from patents (1976-2016). Predict the reactants needed to synthesize the given product. (1) Given the product [F:1][C:2]([F:7])([F:6])[C:3]([OH:5])=[O:4].[F:22][CH2:21][CH:20]1[NH:15][CH2:16][C:17]([CH2:24][CH:25]([OH:27])[CH3:26])([CH3:23])[O:18][CH2:19]1, predict the reactants needed to synthesize it. The reactants are: [F:1][C:2]([F:7])([F:6])[C:3]([OH:5])=[O:4].C([N:15]1[CH:20]([CH2:21][F:22])[CH2:19][O:18][C:17]([CH2:24][CH:25]([OH:27])[CH3:26])([CH3:23])[CH2:16]1)C1C=CC=CC=1. (2) Given the product [C:2]([C:7]1[O:11][C:10]([CH2:12][N:13]2[CH:17]=[CH:16][C:15]([NH:18][C:25]([C:23]3[N:24]=[C:20]([CH3:19])[O:21][C:22]=3[C:28]3[CH:29]=[C:30]([CH3:34])[CH:31]=[CH:32][CH:33]=3)=[O:26])=[N:14]2)=[CH:9][CH:8]=1)(=[O:6])[CH3:1], predict the reactants needed to synthesize it. The reactants are: [CH3:1][C:2]1([C:7]2[O:11][C:10]([CH2:12][N:13]3[CH:17]=[CH:16][C:15]([NH2:18])=[N:14]3)=[CH:9][CH:8]=2)[O:6]CCO1.[CH3:19][C:20]1[O:21][C:22]([C:28]2[CH:29]=[C:30]([CH3:34])[CH:31]=[CH:32][CH:33]=2)=[C:23]([C:25](O)=[O:26])[N:24]=1. (3) The reactants are: [NH2:1][C:2]1[CH:3]=[CH:4][C:5]([O:12][CH:13]([C:24]2[CH:29]=[CH:28][C:27]([F:30])=[CH:26][CH:25]=2)[C:14]2[CH:19]=[CH:18][C:17]([C:20]([F:23])([F:22])[F:21])=[CH:16][CH:15]=2)=[C:6]([CH:11]=1)[C:7]([O:9][CH3:10])=[O:8].[CH3:31][O:32][C:33]1[CH:34]=[C:35]([N:41]=[C:42]=[O:43])[CH:36]=[CH:37][C:38]=1[O:39][CH3:40]. Given the product [CH3:31][O:32][C:33]1[CH:34]=[C:35]([NH:41][C:42]([NH:1][C:2]2[CH:3]=[CH:4][C:5]([O:12][CH:13]([C:24]3[CH:25]=[CH:26][C:27]([F:30])=[CH:28][CH:29]=3)[C:14]3[CH:19]=[CH:18][C:17]([C:20]([F:21])([F:22])[F:23])=[CH:16][CH:15]=3)=[C:6]([CH:11]=2)[C:7]([O:9][CH3:10])=[O:8])=[O:43])[CH:36]=[CH:37][C:38]=1[O:39][CH3:40], predict the reactants needed to synthesize it. (4) Given the product [C:27]([O:30][CH2:2][C:3]1[N:8]([CH2:9][CH2:10][C:11]2[CH:23]=[CH:22][C:14]([C:15]([O:17][C:18]([CH3:21])([CH3:20])[CH3:19])=[O:16])=[CH:13][CH:12]=2)[C:7](=[O:24])[C:6]([Cl:25])=[CH:5][C:4]=1[Cl:26])(=[O:29])[CH3:28], predict the reactants needed to synthesize it. The reactants are: Br[CH2:2][C:3]1[N:8]([CH2:9][CH2:10][C:11]2[CH:23]=[CH:22][C:14]([C:15]([O:17][C:18]([CH3:21])([CH3:20])[CH3:19])=[O:16])=[CH:13][CH:12]=2)[C:7](=[O:24])[C:6]([Cl:25])=[CH:5][C:4]=1[Cl:26].[C:27]([O-:30])(=[O:29])[CH3:28].[Na+].[Cl-].[NH4+].C(OCC)(=O)C.